From a dataset of Full USPTO retrosynthesis dataset with 1.9M reactions from patents (1976-2016). Predict the reactants needed to synthesize the given product. (1) Given the product [CH2:14]([C:13]1[C:12]2[C:7](=[CH:8][CH:9]=[CH:10][CH:11]=2)[NH:6][C:5]=1[C:3]([NH:2][CH3:1])=[O:4])[CH3:15], predict the reactants needed to synthesize it. The reactants are: [CH3:1][NH:2][C:3]([C:5]1[NH:6][C:7]2[C:12]([C:13]=1[CH:14]=[CH2:15])=[CH:11][CH:10]=[CH:9][CH:8]=2)=[O:4]. (2) Given the product [Br:31][C:7]1[C:8]2[C:13](=[CH:12][C:11]([S:14]([Cl:17])(=[O:15])=[O:16])=[CH:10][CH:9]=2)[N:5]([Si:4]([CH:1]([CH3:3])[CH3:2])([CH:18]([CH3:20])[CH3:19])[CH:21]([CH3:23])[CH3:22])[CH:6]=1, predict the reactants needed to synthesize it. The reactants are: [CH:1]([Si:4]([CH:21]([CH3:23])[CH3:22])([CH:18]([CH3:20])[CH3:19])[N:5]1[C:13]2[C:8](=[CH:9][CH:10]=[C:11]([S:14]([Cl:17])(=[O:16])=[O:15])[CH:12]=2)[CH:7]=[CH:6]1)([CH3:3])[CH3:2].C1C(=O)N([Br:31])C(=O)C1. (3) Given the product [Cl:1][C:2]1[CH:7]=[CH:6][CH:5]=[C:4]([CH3:8])[C:3]=1[NH:9][C:10]([NH:23][C:24]1[CH:32]=[C:31]([O:33][CH3:34])[C:30]([O:35][CH3:36])=[CH:29][C:25]=1[C:26]([NH:68][C@H:69]([C:74]([OH:76])=[O:75])[CH2:70][CH:71]([CH3:73])[CH3:72])=[O:28])=[O:11], predict the reactants needed to synthesize it. The reactants are: [Cl:1][C:2]1[CH:7]=[CH:6][CH:5]=[C:4]([CH3:8])[C:3]=1[N:9]=[C:10]=[O:11].CC1C=CC=C(C)C=1N=C=O.[NH2:23][C:24]1[CH:32]=[C:31]([O:33][CH3:34])[C:30]([O:35][CH3:36])=[CH:29][C:25]=1[C:26]([OH:28])=O.NC1C(C(O)=O)=CC2C(C=1)=CC=CC=2.C([NH:68][C@H:69]([C:74]([OH:76])=[O:75])[CH2:70][CH:71]([CH3:73])[CH3:72])(OCC1C2C(=CC=CC=2)C2C1=CC=CC=2)=O.N(C(OCC1C2C(=CC=CC=2)C2C1=CC=CC=2)=O)[C@H](C(O)=O)CC(=O)OC(C)(C)C. (4) Given the product [C:1]([O:20][CH3:23])(=[O:19])[CH2:2][CH2:3][CH2:4][CH2:5][CH2:6][CH2:7][CH2:8]/[CH:9]=[CH:10]\[CH2:11]/[CH:12]=[CH:13]\[CH2:14][CH2:15][CH2:16][CH2:17][CH3:18], predict the reactants needed to synthesize it. The reactants are: [C:1]([OH:20])(=[O:19])[CH2:2][CH2:3][CH2:4][CH2:5][CH2:6][CH2:7][CH2:8]/[CH:9]=[CH:10]\[CH2:11]/[CH:12]=[CH:13]\[CH2:14][CH2:15][CH2:16][CH2:17][CH3:18].CO.[CH:23](OC)(OC)OC.S(=O)(=O)(O)O. (5) Given the product [NH:16]1[C:14]2[C:13](=[CH:12][CH:11]=[CH:10][CH:15]=2)[CH2:2][C:1]1=[O:8], predict the reactants needed to synthesize it. The reactants are: [C:1](O)(=[O:8])[C:2]1C=CC=CC=1.[CH:10]1[CH:11]=[CH:12][C:13]2N(O)N=[N:16][C:14]=2[CH:15]=1.CCN=C=NCCCN(C)C.CN1CCCNCC1.CCN(C(C)C)C(C)C. (6) Given the product [CH:1]1([O:5][C:6]2[CH:7]=[C:8]([F:20])[C:9]([F:19])=[C:10]([CH:18]=2)[C:11]([OH:13])=[O:12])[CH2:4][CH2:3][CH2:2]1, predict the reactants needed to synthesize it. The reactants are: [CH:1]1([O:5][C:6]2[CH:7]=[C:8]([F:20])[C:9]([F:19])=[C:10]([CH:18]=2)[C:11]([O:13]C2CCC2)=[O:12])[CH2:4][CH2:3][CH2:2]1.C(O)C.[OH-].[Na+]. (7) Given the product [N:26]1[CH:25]=[C:24]([C:22]([C:2]2[CH:7]=[CH:6][C:5]([C:8]3[CH:13]=[CH:12][C:11]([O:14][C:15]([F:18])([F:17])[F:16])=[CH:10][CH:9]=3)=[CH:4][N:3]=2)=[O:23])[CH:29]=[N:28][CH:27]=1, predict the reactants needed to synthesize it. The reactants are: Br[C:2]1[CH:7]=[CH:6][C:5]([C:8]2[CH:13]=[CH:12][C:11]([O:14][C:15]([F:18])([F:17])[F:16])=[CH:10][CH:9]=2)=[CH:4][N:3]=1.CON(C)[C:22]([C:24]1[CH:25]=[N:26][CH:27]=[N:28][CH:29]=1)=[O:23]. (8) Given the product [CH2:1]([O:8][CH2:9][C@@H:10]1[CH:14]=[CH:13][CH2:12][C@H:11]1[O:15][Si:25]([C:22]([CH3:24])([CH3:23])[CH3:21])([C:32]1[CH:33]=[CH:34][CH:35]=[CH:36][CH:37]=1)[C:26]1[CH:31]=[CH:30][CH:29]=[CH:28][CH:27]=1)[C:2]1[CH:7]=[CH:6][CH:5]=[CH:4][CH:3]=1, predict the reactants needed to synthesize it. The reactants are: [CH2:1]([O:8][CH2:9][C@@H:10]1[CH:14]=[CH:13][CH2:12][C@H:11]1[OH:15])[C:2]1[CH:7]=[CH:6][CH:5]=[CH:4][CH:3]=1.N1C=CN=C1.[CH3:21][C:22]([Si:25](Cl)([C:32]1[CH:37]=[CH:36][CH:35]=[CH:34][CH:33]=1)[C:26]1[CH:31]=[CH:30][CH:29]=[CH:28][CH:27]=1)([CH3:24])[CH3:23].C(OCC)(=O)C. (9) Given the product [CH3:1][O:2][C:3]1[CH:4]=[CH:5][C:6]2[C:12]3[C:13]([O:21][CH3:22])=[C:14]([O:19][CH3:20])[C:15]([O:17][CH3:18])=[CH:16][C:11]=3[CH2:10][CH2:9][C@H:8]([NH:23][C:35](=[O:36])[O:37][CH2:46][CH2:47][N:48]3[CH2:53][CH2:52][O:51][CH2:50][CH2:49]3)[C:7]=2[CH:24]=1, predict the reactants needed to synthesize it. The reactants are: [CH3:1][O:2][C:3]1[CH:4]=[CH:5][C:6]2[C:12]3[C:13]([O:21][CH3:22])=[C:14]([O:19][CH3:20])[C:15]([O:17][CH3:18])=[CH:16][C:11]=3[CH2:10][CH2:9][C@H:8]([NH2:23])[C:7]=2[CH:24]=1.C1C([N+]([O-])=O)=CC=C([Cl-][C:35]([O-:37])=[O:36])C=1.C(N(CC)CC)C.O[CH2:46][CH2:47][N:48]1[CH2:53][CH2:52][O:51][CH2:50][CH2:49]1. (10) Given the product [C:7]([C:10]1[C:11]([O:20][CH2:21][CH3:22])=[C:12]([C:30]2[CH:29]=[CH:28][C:27]([C:25]([N:24]([CH3:36])[CH3:23])=[O:26])=[N:32][CH:31]=2)[C:13]([C:14]#[N:15])=[C:16]([CH3:18])[CH:17]=1)(=[O:9])[CH3:8], predict the reactants needed to synthesize it. The reactants are: C(=O)([O-])[O-].[Na+].[Na+].[C:7]([C:10]1[CH:17]=[C:16]([CH3:18])[C:13]([C:14]#[N:15])=[C:12](I)[C:11]=1[O:20][CH2:21][CH3:22])(=[O:9])[CH3:8].[CH3:23][N:24]([CH3:36])[C:25]([C:27]1[N:32]=[CH:31][C:30](B(O)O)=[CH:29][CH:28]=1)=[O:26].ClCCl.